Task: Predict the reactants needed to synthesize the given product.. Dataset: Full USPTO retrosynthesis dataset with 1.9M reactions from patents (1976-2016) (1) The reactants are: C([N:8]1[CH2:13][CH2:12][O:11][CH2:10][C@@H:9]1[CH2:14][F:15])C1C=CC=CC=1.C([N:23]1[CH2:29][CH:28]([F:30])[CH2:27][O:26][CH2:25][CH2:24]1)C1C=CC=CC=1. Given the product [F:15][CH2:14][C@H:9]1[CH2:10][O:11][CH2:12][CH2:13][NH:8]1.[F:30][CH:28]1[CH2:27][O:26][CH2:25][CH2:24][NH:23][CH2:29]1, predict the reactants needed to synthesize it. (2) Given the product [CH3:3][O:4][C:5]1[CH:6]=[CH:7][C:8]([NH:11][C:12]2[CH:17]=[CH:16][CH:15]=[CH:14][C:13]=2[NH:18][C:23]([C:20]2([CH3:19])[CH2:22][CH2:21]2)=[O:24])=[CH:9][CH:10]=1, predict the reactants needed to synthesize it. The reactants are: Cl.Cl.[CH3:3][O:4][C:5]1[CH:10]=[CH:9][C:8]([NH:11][C:12]2[C:13]([NH2:18])=[CH:14][CH:15]=[CH:16][CH:17]=2)=[CH:7][CH:6]=1.[CH3:19][C:20]1([C:23](O)=[O:24])[CH2:22][CH2:21]1.CCN(CC)CC.